The task is: Predict which catalyst facilitates the given reaction.. This data is from Catalyst prediction with 721,799 reactions and 888 catalyst types from USPTO. (1) Reactant: Cl[C:2]1C=CC=C(C(OO)=O)C=1.[CH2:12]([N:19]1[CH2:24][CH2:23][CH:22]([N:25]2[CH:29]=[CH:28][C:27]([C:30]3[CH:35]=[CH:34][C:33]([F:36])=[CH:32][CH:31]=3)=[C:26]2[C:37]2[CH:42]=[CH:41][N:40]=[C:39](SC)[N:38]=2)[CH2:21][CH2:20]1)[C:13]1[CH:18]=[CH:17][CH:16]=[CH:15][CH:14]=1.[S:45]([O-:49])([O-])(=[O:47])=S.[Na+].[Na+]. Product: [CH2:12]([N:19]1[CH2:24][CH2:23][CH:22]([N:25]2[CH:29]=[CH:28][C:27]([C:30]3[CH:35]=[CH:34][C:33]([F:36])=[CH:32][CH:31]=3)=[C:26]2[C:37]2[CH:42]=[CH:41][N:40]=[C:39]([S:45]([CH3:2])(=[O:49])=[O:47])[N:38]=2)[CH2:21][CH2:20]1)[C:13]1[CH:18]=[CH:17][CH:16]=[CH:15][CH:14]=1. The catalyst class is: 13. (2) Reactant: [O:1]1CCO[CH2:3][CH2:2]1.Br[C:8]1[CH:9]=[N:10][C:11]([NH:14][C:15]([C:18]2[C:23]([Cl:24])=[CH:22][CH:21]=[CH:20][N:19]=2)([CH3:17])[CH3:16])=[N:12][CH:13]=1.C([Sn](CCCC)(CCCC)C(OCC)=C)CCC.C1C(=O)N([Br:50])C(=O)C1. Product: [Br:50][CH2:3][C:2]([C:8]1[CH:9]=[N:10][C:11]([NH:14][C:15]([C:18]2[C:23]([Cl:24])=[CH:22][CH:21]=[CH:20][N:19]=2)([CH3:17])[CH3:16])=[N:12][CH:13]=1)=[O:1]. The catalyst class is: 13. (3) Product: [Br:1][C:2]1[CH:7]=[CH:6][C:5]([N:8]2[CH2:13][CH2:12][N:11]([C:22]([O:24][C:25]([CH3:28])([CH3:27])[CH3:26])=[O:23])[CH2:10][CH2:9]2)=[C:4]([CH3:14])[CH:3]=1. The catalyst class is: 2. Reactant: [Br:1][C:2]1[CH:7]=[CH:6][C:5]([N:8]2[CH2:13][CH2:12][NH:11][CH2:10][CH2:9]2)=[C:4]([CH3:14])[CH:3]=1.CCN(CC)CC.[C:22](O[C:22]([O:24][C:25]([CH3:28])([CH3:27])[CH3:26])=[O:23])([O:24][C:25]([CH3:28])([CH3:27])[CH3:26])=[O:23].